Task: Predict the reaction yield, written as a fraction of the theoretical maximum amount of product (1.0 means a 100% yield; for example, 0.34 means a 34% yield).. Dataset: Reaction yield outcomes from USPTO patents with 853,638 reactions The reactants are [CH2:1]=[C:2]1[O:6][C:4](=[O:5])[CH2:3]1.[CH:7]1([NH2:14])[CH2:12][CH2:11][CH2:10][CH2:9][CH:8]1[NH2:13]. The catalyst is C1(C)C=CC=CC=1. The product is [O:6]=[C:2]([CH3:1])[CH2:3][C:4]([NH:13][CH:8]1[CH2:9][CH2:10][CH2:11][CH2:12][CH:7]1[NH:14][C:4](=[O:5])[CH2:3][C:2]([CH3:1])=[O:6])=[O:5]. The yield is 0.840.